Task: Predict the reaction yield, written as a fraction of the theoretical maximum amount of product (1.0 means a 100% yield; for example, 0.34 means a 34% yield).. Dataset: Reaction yield outcomes from USPTO patents with 853,638 reactions (1) The reactants are I[C:2]1[C:10]2[C:5](=[N:6][CH:7]=[C:8]([CH3:11])[CH:9]=2)[N:4]([Si:12]([CH:19]([CH3:21])[CH3:20])([CH:16]([CH3:18])[CH3:17])[CH:13]([CH3:15])[CH3:14])[CH:3]=1.C([Mg]Cl)(C)C.[C:27]([O:31][C:32](=[O:52])[N:33]([C:43]1[CH:48]=[CH:47][C:46]([CH:49]=[O:50])=[C:45]([F:51])[N:44]=1)[CH2:34][C:35]1[CH:40]=[CH:39][C:38]([O:41][CH3:42])=[CH:37][CH:36]=1)([CH3:30])([CH3:29])[CH3:28]. The catalyst is O1CCCC1. The product is [C:27]([O:31][C:32](=[O:52])[N:33]([C:43]1[CH:48]=[CH:47][C:46]([CH:49]([OH:50])[C:2]2[C:10]3[C:5](=[N:6][CH:7]=[C:8]([CH3:11])[CH:9]=3)[N:4]([Si:12]([CH:19]([CH3:21])[CH3:20])([CH:16]([CH3:18])[CH3:17])[CH:13]([CH3:15])[CH3:14])[CH:3]=2)=[C:45]([F:51])[N:44]=1)[CH2:34][C:35]1[CH:36]=[CH:37][C:38]([O:41][CH3:42])=[CH:39][CH:40]=1)([CH3:30])([CH3:28])[CH3:29]. The yield is 0.738. (2) The reactants are [N:1]1[C:11]2[C:6](=[CH:7][CH:8]=[CH:9][CH:10]=2)[C:4]([CH3:5])=[CH:3][CH:2]=1.[Br:12][CH2:13][CH2:14][CH2:15][OH:16]. The catalyst is C(#N)C. The product is [Br-:12].[OH:16][CH2:15][CH2:14][CH2:13][N+:1]1[C:11]2[C:6](=[CH:7][CH:8]=[CH:9][CH:10]=2)[C:4]([CH3:5])=[CH:3][CH:2]=1. The yield is 0.840. (3) The reactants are [Cl:1][C:2]1[CH:3]=[CH:4][C:5]2[C:11]3[N:12]([CH:24]4[CH2:29][CH2:28][CH2:27][CH2:26][CH2:25]4)[C:13]4[C:18]([C:10]=3[CH2:9][CH2:8][N:7]([CH2:30][CH2:31][N:32]3[CH2:37][CH2:36][CH2:35][CH2:34][CH2:33]3)[C:6]=2[CH:38]=1)=[CH:17][C:16]([C:19]([O:21]CC)=[O:20])=[CH:15][CH:14]=4.[OH-].[Na+].[OH-].[Li+].O. The catalyst is O1CCCC1.CO. The product is [Cl:1][C:2]1[CH:3]=[CH:4][C:5]2[C:11]3[N:12]([CH:24]4[CH2:29][CH2:28][CH2:27][CH2:26][CH2:25]4)[C:13]4[C:18]([C:10]=3[CH2:9][CH2:8][N:7]([CH2:30][CH2:31][N:32]3[CH2:37][CH2:36][CH2:35][CH2:34][CH2:33]3)[C:6]=2[CH:38]=1)=[CH:17][C:16]([C:19]([OH:21])=[O:20])=[CH:15][CH:14]=4. The yield is 0.720. (4) The reactants are C(O[BH-](OC(=O)C)OC(=O)C)(=O)C.[Na+].[C:15]([O:19][C:20](=[O:27])[NH:21][C:22]([CH3:26])([CH3:25])[CH:23]=O)([CH3:18])([CH3:17])[CH3:16].[Cl:28][C:29]1[CH:35]=[CH:34][C:33]([F:36])=[CH:32][C:30]=1[NH2:31].C(O)(=O)C.C(=O)(O)[O-].[Na+]. The catalyst is C(Cl)Cl. The product is [C:15]([O:19][C:20](=[O:27])[NH:21][C:22]([CH3:26])([CH3:25])[CH2:23][NH:31][C:30]1[CH:32]=[C:33]([F:36])[CH:34]=[CH:35][C:29]=1[Cl:28])([CH3:18])([CH3:17])[CH3:16]. The yield is 0.530. (5) The yield is 0.812. The product is [NH2:1][C:4]1[CH:14]=[CH:13][C:7]([CH2:8][CH2:9][C:10]([OH:12])=[O:11])=[C:6]([F:15])[CH:5]=1. The catalyst is C(OCC)(=O)C.[Pd]. The reactants are [N+:1]([C:4]1[CH:14]=[CH:13][C:7]([CH:8]=[CH:9][C:10]([OH:12])=[O:11])=[C:6]([F:15])[CH:5]=1)([O-])=O.C(O)C.[H][H]. (6) The reactants are [OH:1][C:2]1[CH:3]=[C:4]([CH:8]([C:12]2[CH:17]=[CH:16][CH:15]=[CH:14][CH:13]=2)[NH:9]C=O)[CH:5]=[CH:6][CH:7]=1.[ClH:18]. No catalyst specified. The product is [ClH:18].[NH2:9][CH:8]([C:12]1[CH:17]=[CH:16][CH:15]=[CH:14][CH:13]=1)[C:4]1[CH:3]=[C:2]([OH:1])[CH:7]=[CH:6][CH:5]=1. The yield is 0.979. (7) The reactants are [Br:1][CH2:2][C:3]1([OH:20])[CH:8]([CH3:9])[CH2:7][C:6]([C:10]2[CH:15]=[CH:14][N:13]=[CH:12][C:11]=2[N+:16]([O-:18])=[O:17])=[CH:5][CH:4]1O.CS(Cl)(=O)=O. The catalyst is C(Cl)Cl. The product is [Br:1][CH2:2][C:3]12[O:20][CH:4]1[CH:5]=[C:6]([C:10]1[CH:15]=[CH:14][N:13]=[CH:12][C:11]=1[N+:16]([O-:18])=[O:17])[CH2:7][CH:8]2[CH3:9]. The yield is 1.00. (8) The reactants are [CH2:1]([O:3][C:4]([C:6]1[CH:7]=[N:8][N:9]2[C:14]([NH:15][C:16]3[CH:21]=[C:20]([CH3:22])[CH:19]=[CH:18][C:17]=3[F:23])=[C:13]([C:24](O)=[O:25])[CH:12]=[N:11][C:10]=12)=[O:5])[CH3:2].Cl.[F:28][C:29]1[CH:34]=[CH:33][C:32]2[C:35]3([CH2:41][O:42][C:31]=2[CH:30]=1)[CH2:40][CH2:39][NH:38][CH2:37][CH2:36]3. No catalyst specified. The product is [CH2:1]([O:3][C:4]([C:6]1[CH:7]=[N:8][N:9]2[C:14]([NH:15][C:16]3[CH:21]=[C:20]([CH3:22])[CH:19]=[CH:18][C:17]=3[F:23])=[C:13]([C:24]([N:38]3[CH2:39][CH2:40][C:35]4([C:32]5[CH:33]=[CH:34][C:29]([F:28])=[CH:30][C:31]=5[O:42][CH2:41]4)[CH2:36][CH2:37]3)=[O:25])[CH:12]=[N:11][C:10]=12)=[O:5])[CH3:2]. The yield is 0.740. (9) The reactants are [CH3:1][N:2]1[C:6]2[C:7]([CH3:11])=[CH:8][CH:9]=[CH:10][C:5]=2[N:4]=[C:3]1[CH2:12][CH:13]1[CH2:18][CH2:17][N:16](C(OC(C)(C)C)=O)[CH2:15][CH2:14]1.FC(F)(F)C(O)=O. The catalyst is ClCCl.C(Cl)(Cl)Cl. The product is [CH3:1][N:2]1[C:6]2[C:7]([CH3:11])=[CH:8][CH:9]=[CH:10][C:5]=2[N:4]=[C:3]1[CH2:12][CH:13]1[CH2:18][CH2:17][NH:16][CH2:15][CH2:14]1. The yield is 0.685.